The task is: Regression. Given two drug SMILES strings and cell line genomic features, predict the synergy score measuring deviation from expected non-interaction effect.. This data is from NCI-60 drug combinations with 297,098 pairs across 59 cell lines. (1) Cell line: K-562. Synergy scores: CSS=5.73, Synergy_ZIP=-5.96, Synergy_Bliss=-5.31, Synergy_Loewe=-11.7, Synergy_HSA=-6.20. Drug 1: C1=CC(=CC=C1CCCC(=O)O)N(CCCl)CCCl. Drug 2: CC(C)NC(=O)C1=CC=C(C=C1)CNNC.Cl. (2) Drug 1: C1=CC(=CC=C1CCC2=CNC3=C2C(=O)NC(=N3)N)C(=O)NC(CCC(=O)O)C(=O)O. Drug 2: CCC1=C2CN3C(=CC4=C(C3=O)COC(=O)C4(CC)O)C2=NC5=C1C=C(C=C5)O. Cell line: SW-620. Synergy scores: CSS=42.5, Synergy_ZIP=-7.23, Synergy_Bliss=-8.49, Synergy_Loewe=-5.90, Synergy_HSA=-0.551. (3) Drug 1: CC12CCC3C(C1CCC2=O)CC(=C)C4=CC(=O)C=CC34C. Drug 2: C(CN)CNCCSP(=O)(O)O. Cell line: DU-145. Synergy scores: CSS=2.84, Synergy_ZIP=-11.0, Synergy_Bliss=-19.9, Synergy_Loewe=-36.1, Synergy_HSA=-19.8. (4) Drug 1: COC1=CC(=CC(=C1O)OC)C2C3C(COC3=O)C(C4=CC5=C(C=C24)OCO5)OC6C(C(C7C(O6)COC(O7)C8=CC=CS8)O)O. Drug 2: CNC(=O)C1=NC=CC(=C1)OC2=CC=C(C=C2)NC(=O)NC3=CC(=C(C=C3)Cl)C(F)(F)F. Cell line: RXF 393. Synergy scores: CSS=28.6, Synergy_ZIP=-5.32, Synergy_Bliss=-2.39, Synergy_Loewe=-6.21, Synergy_HSA=-0.0921.